This data is from Reaction yield outcomes from USPTO patents with 853,638 reactions. The task is: Predict the reaction yield, written as a fraction of the theoretical maximum amount of product (1.0 means a 100% yield; for example, 0.34 means a 34% yield). (1) The reactants are [NH2:1][C:2]1[C:7]([N+:8]([O-:10])=[O:9])=[C:6]([CH3:11])[CH:5]=[CH:4][N:3]=1.[H-].[Na+].[C:14](O[C:14]([O:16][C:17]([CH3:20])([CH3:19])[CH3:18])=[O:15])([O:16][C:17]([CH3:20])([CH3:19])[CH3:18])=[O:15]. The catalyst is O1CCCC1. The product is [CH3:11][C:6]1[CH:5]=[CH:4][N:3]=[C:2]([NH:1][C:14](=[O:15])[O:16][C:17]([CH3:20])([CH3:19])[CH3:18])[C:7]=1[N+:8]([O-:10])=[O:9]. The yield is 0.820. (2) The reactants are [CH3:1][O:2][C:3]1[C:8]2[O:9][CH2:10][O:11][C:7]=2[CH:6]=[C:5]([C:12](OC)=[O:13])[CH:4]=1.[H-].[H-].[H-].[H-].[Li+].[Al+3].O.[OH-].[Na+]. The catalyst is C1COCC1. The product is [CH3:1][O:2][C:3]1[C:8]2[O:9][CH2:10][O:11][C:7]=2[CH:6]=[C:5]([CH2:12][OH:13])[CH:4]=1. The yield is 0.520. (3) The reactants are [CH2:1]([O:8][C:9](=[O:21])[NH:10][CH2:11][C:12]([N:14]1[CH2:20][CH2:19][CH2:18][NH:17][CH2:16][CH2:15]1)=O)[C:2]1[CH:7]=[CH:6][CH:5]=[CH:4][CH:3]=1.[H-].[Al+3].[Li+].[H-].[H-].[H-]. The product is [CH2:1]([O:8][C:9](=[O:21])[NH:10][CH2:11][CH2:12][N:14]1[CH2:20][CH2:19][CH2:18][NH:17][CH2:16][CH2:15]1)[C:2]1[CH:7]=[CH:6][CH:5]=[CH:4][CH:3]=1. The yield is 0.830. The catalyst is C1COCC1. (4) The reactants are C([O:3][C:4]([C:6]1[C:7]([C:11]2[CH:16]=[CH:15][CH:14]=[CH:13][C:12]=2[CH3:17])=[N:8][O:9][CH:10]=1)=[O:5])C.Cl. The catalyst is C(O)(=O)C. The product is [C:12]1([CH3:17])[CH:13]=[CH:14][CH:15]=[CH:16][C:11]=1[C:7]1[C:6]([C:4]([OH:5])=[O:3])=[CH:10][O:9][N:8]=1. The yield is 0.800.